Dataset: Full USPTO retrosynthesis dataset with 1.9M reactions from patents (1976-2016). Task: Predict the reactants needed to synthesize the given product. The reactants are: Br[C:2]1[CH:22]=[CH:21][C:5]2[NH:6][C:7]([CH2:9][O:10][C:11]3[CH:16]=[CH:15][C:14]([C:17]([F:20])([F:19])[F:18])=[CH:13][CH:12]=3)=[N:8][C:4]=2[CH:3]=1.[C:23]([C:26]1[CH:31]=[CH:30][CH:29]=[CH:28][C:27]=1B(O)O)(=[O:25])[CH3:24].C(=O)([O-])[O-].[Na+].[Na+]. Given the product [F:18][C:17]([F:20])([F:19])[C:14]1[CH:15]=[CH:16][C:11]([O:10][CH2:9][C:7]2[NH:6][C:5]3[CH:21]=[CH:22][C:2]([C:27]4[CH:28]=[CH:29][CH:30]=[CH:31][C:26]=4[C:23](=[O:25])[CH3:24])=[CH:3][C:4]=3[N:8]=2)=[CH:12][CH:13]=1, predict the reactants needed to synthesize it.